From a dataset of Forward reaction prediction with 1.9M reactions from USPTO patents (1976-2016). Predict the product of the given reaction. (1) Given the reactants [Br:1][C:2]1[N:7]=[CH:6][C:5]([C:8]([OH:10])=O)=[CH:4][CH:3]=1.[CH2:11]1[C:19]2[C:14](=[CH:15][CH:16]=[CH:17][CH:18]=2)[CH2:13][CH:12]1[NH:20][C:21]1[N:22]=[CH:23][C:24]2[CH2:30][NH:29][CH2:28][CH2:27][C:25]=2[N:26]=1.Cl.CN(C)CCCN=C=NCC.N1C=CC(N)=CC=1, predict the reaction product. The product is: [Br:1][C:2]1[N:7]=[CH:6][C:5]([C:8]([N:29]2[CH2:28][CH2:27][C:25]3[N:26]=[C:21]([NH:20][CH:12]4[CH2:11][C:19]5[C:14](=[CH:15][CH:16]=[CH:17][CH:18]=5)[CH2:13]4)[N:22]=[CH:23][C:24]=3[CH2:30]2)=[O:10])=[CH:4][CH:3]=1. (2) Given the reactants [OH:1][C:2]1[CH:11]=[C:10]2[C:5]([CH:6]=[CH:7][CH:8]=[C:9]2[NH:12][C:13](=[O:15])[CH3:14])=[CH:4][CH:3]=1.[C:16](=O)([O-])[O-].[K+].[K+].IC, predict the reaction product. The product is: [CH3:16][O:1][C:2]1[CH:11]=[C:10]2[C:5]([CH:6]=[CH:7][CH:8]=[C:9]2[NH:12][C:13](=[O:15])[CH3:14])=[CH:4][CH:3]=1.